This data is from Forward reaction prediction with 1.9M reactions from USPTO patents (1976-2016). The task is: Predict the product of the given reaction. (1) Given the reactants [NH2:1][C:2]1[S:3][C:4]2[CH:10]=[C:9]([C:11]([OH:16])([CH2:14][CH3:15])[CH2:12][CH3:13])[CH:8]=[CH:7][C:5]=2[N:6]=1.[C:17](OC(=O)C)(=[O:19])[CH3:18], predict the reaction product. The product is: [CH2:12]([C:11]([C:9]1[CH:8]=[CH:7][C:5]2[N:6]=[C:2]([NH:1][C:17](=[O:19])[CH3:18])[S:3][C:4]=2[CH:10]=1)([OH:16])[CH2:14][CH3:15])[CH3:13]. (2) Given the reactants [CH3:1][O:2][C:3]1[CH:8]=[CH:7][C:6](B(O)O)=[CH:5][CH:4]=1.[NH:12]1[CH:16]=[CH:15][CH:14]=[N:13]1, predict the reaction product. The product is: [CH3:1][O:2][C:3]1[CH:8]=[CH:7][C:6]([N:12]2[CH:16]=[CH:15][CH:14]=[N:13]2)=[CH:5][CH:4]=1. (3) Given the reactants [C:1]([O:5][C:6](=[O:38])[NH:7][C:8]1[S:9][C:10]2[CH:16]=[C:15]([CH2:17]OP(OCC)(OCC)=O)[C:14]([O:27][CH3:28])=[C:13]([C:29]3[CH:34]=[CH:33][CH:32]=[C:31]([N+:35]([O-:37])=[O:36])[CH:30]=3)[C:11]=2[N:12]=1)([CH3:4])([CH3:3])[CH3:2].P([O-])([O-])([O-])=O.[K+].[K+].[K+].B(O)O.[C:63]1(P([C:63]2[CH:68]=[CH:67][CH:66]=[CH:65][CH:64]=2)[C:63]2[CH:68]=[CH:67][CH:66]=[CH:65][CH:64]=2)[CH:68]=[CH:67][CH:66]=[CH:65][CH:64]=1, predict the reaction product. The product is: [C:1]([O:5][C:6](=[O:38])[NH:7][C:8]1[S:9][C:10]2[CH:16]=[C:15]([CH2:17][C:66]3[CH:65]=[CH:64][C:63]([NH:7][C:6]([O:5][C:1]([CH3:4])([CH3:3])[CH3:2])=[O:38])=[CH:68][CH:67]=3)[C:14]([O:27][CH3:28])=[C:13]([C:29]3[CH:34]=[CH:33][CH:32]=[C:31]([N+:35]([O-:37])=[O:36])[CH:30]=3)[C:11]=2[N:12]=1)([CH3:4])([CH3:2])[CH3:3]. (4) Given the reactants [CH3:1][N:2]1[CH2:7][CH2:6][N:5]([C:8]2[CH:9]=[C:10]([C:14]3[C:15]([NH2:19])=[N:16][NH:17][CH:18]=3)[CH:11]=[CH:12][CH:13]=2)[CH2:4][CH2:3]1.C[N:21](C)/[CH:22]=[C:23](/[C:26]1[CH:31]=[CH:30][CH:29]=[C:28]([N+:32]([O-:34])=[O:33])[CH:27]=1)\[C:24]#N.C(O)CCC.C([O-])(O)=O.[Na+], predict the reaction product. The product is: [CH3:1][N:2]1[CH2:7][CH2:6][N:5]([C:8]2[CH:9]=[C:10]([C:14]3[CH:18]=[N:17][N:16]4[C:22]([NH2:21])=[C:23]([C:26]5[CH:31]=[CH:30][CH:29]=[C:28]([N+:32]([O-:34])=[O:33])[CH:27]=5)[CH:24]=[N:19][C:15]=34)[CH:11]=[CH:12][CH:13]=2)[CH2:4][CH2:3]1. (5) The product is: [CH3:9][O:8][C:6](=[O:7])[C:5]1[CH:10]=[CH:11][C:2]([Br:17])=[C:3]([OH:12])[CH:4]=1. Given the reactants N[C:2]1[CH:11]=[CH:10][C:5]([C:6]([O:8][CH3:9])=[O:7])=[CH:4][C:3]=1[OH:12].N([O-])=O.[Na+].[Br-:17].[Na+].S([O-])([O-])=O.[Na+].[Na+], predict the reaction product. (6) Given the reactants C([Li])(C)(C)C.I[C:7](=[CH2:16])[CH2:8][C@@H:9]1[CH2:13][O:12][C:11]([CH3:15])([CH3:14])[O:10]1.[S:17]([Cl:20])(Cl)=[O:18].CC[O:23]CC, predict the reaction product. The product is: [CH3:14][C:11]1([CH3:15])[O:10][C@H:9]([CH2:8][C:7]([S:17]([Cl:20])(=[O:18])=[O:23])=[CH2:16])[CH2:13][O:12]1. (7) Given the reactants Cl[C:2]1[CH:7]=[C:6]([CH2:8][N:9]2[C:13]([CH3:15])([CH3:14])[C:12](=[O:16])[N:11]([C:17]3[CH:22]=[CH:21][C:20]([S:23][C:24]([F:27])([F:26])[F:25])=[CH:19][CH:18]=3)[C:10]2=[O:28])[CH:5]=[CH:4][N:3]=1.[C:29](=[O:34])([O:31][CH2:32][CH3:33])[NH2:30].C(=O)([O-])[O-].[Cs+].[Cs+].CC1(C)C2C=CC=C(P(C3C=CC=CC=3)C3C=CC=CC=3)C=2OC2C1=CC=CC=2P(C1C=CC=CC=1)C1C=CC=CC=1, predict the reaction product. The product is: [CH3:14][C:13]1([CH3:15])[N:9]([CH2:8][C:6]2[CH:5]=[CH:4][N:3]=[C:2]([NH:30][C:29](=[O:34])[O:31][CH2:32][CH3:33])[CH:7]=2)[C:10](=[O:28])[N:11]([C:17]2[CH:22]=[CH:21][C:20]([S:23][C:24]([F:27])([F:26])[F:25])=[CH:19][CH:18]=2)[C:12]1=[O:16].